Task: Regression. Given a peptide amino acid sequence and an MHC pseudo amino acid sequence, predict their binding affinity value. This is MHC class I binding data.. Dataset: Peptide-MHC class I binding affinity with 185,985 pairs from IEDB/IMGT The peptide sequence is ITLWQRPIV. The MHC is HLA-A03:01 with pseudo-sequence HLA-A03:01. The binding affinity (normalized) is 0.